This data is from Reaction yield outcomes from USPTO patents with 853,638 reactions. The task is: Predict the reaction yield, written as a fraction of the theoretical maximum amount of product (1.0 means a 100% yield; for example, 0.34 means a 34% yield). (1) The reactants are I[C:2]1[N:6]([CH2:7][C:8]2[CH:13]=[CH:12][C:11]([O:14][CH3:15])=[CH:10][CH:9]=2)[N:5]=[N:4][C:3]=1[C:16]1[CH:21]=[CH:20][N:19]=[C:18]([C:22]2[N:23]=[CH:24][N:25]([CH2:27][CH2:28][C:29]3[C:38]4[C:33](=[CH:34][CH:35]=[CH:36][CH:37]=4)[CH:32]=[CH:31][CH:30]=3)[CH:26]=2)[CH:17]=1.[F-:39].[K+].O. The catalyst is C(#N)C.O. The product is [F:39][C:2]1[N:6]([CH2:7][C:8]2[CH:13]=[CH:12][C:11]([O:14][CH3:15])=[CH:10][CH:9]=2)[N:5]=[N:4][C:3]=1[C:16]1[CH:21]=[CH:20][N:19]=[C:18]([C:22]2[N:23]=[CH:24][N:25]([CH2:27][CH2:28][C:29]3[C:38]4[C:33](=[CH:34][CH:35]=[CH:36][CH:37]=4)[CH:32]=[CH:31][CH:30]=3)[CH:26]=2)[CH:17]=1. The yield is 0.800. (2) The reactants are C[O:2][C:3]1[CH:4]=[C:5]2[C:9](=[CH:10][CH:11]=1)[CH2:8][CH:7]([N:12]1[C:20](=[O:21])[C:19]3[C:14](=[CH:15][CH:16]=[CH:17][CH:18]=3)[C:13]1=[O:22])[CH2:6]2.B(Br)(Br)Br.C(Cl)Cl. The catalyst is C(Cl)Cl. The product is [OH:2][C:3]1[CH:4]=[C:5]2[C:9](=[CH:10][CH:11]=1)[CH2:8][CH:7]([N:12]1[C:20](=[O:21])[C:19]3[C:14](=[CH:15][CH:16]=[CH:17][CH:18]=3)[C:13]1=[O:22])[CH2:6]2. The yield is 0.790. (3) The reactants are [CH3:1][C:2]([NH:6][C:7]1[S:8][CH:9]=[C:10]([C:12]2[CH:19]=[CH:18][C:15]([C:16]#[N:17])=[CH:14][CH:13]=2)[N:11]=1)([CH3:5])[CH:3]=O.[C:20]([OH:23])(=O)C.[CH2:24]([NH2:31])[C:25]1[CH:30]=[CH:29][CH:28]=[CH:27][CH:26]=1.C([BH3-])#N.[Na+].C(N(CC)CC)C.ClC(Cl)(OC(=O)OC(Cl)(Cl)Cl)Cl.C([O-])(O)=O.[Na+]. The catalyst is CO.C(OCC)(=O)C.O1CCCC1.C(Cl)Cl. The product is [CH2:24]([N:31]1[CH2:3][C:2]([CH3:5])([CH3:1])[N:6]([C:7]2[S:8][CH:9]=[C:10]([C:12]3[CH:19]=[CH:18][C:15]([C:16]#[N:17])=[CH:14][CH:13]=3)[N:11]=2)[C:20]1=[O:23])[C:25]1[CH:30]=[CH:29][CH:28]=[CH:27][CH:26]=1. The yield is 0.600. (4) The reactants are [Cl:1][C:2]1[CH:7]=[CH:6][C:5]([NH:8][C:9]2[C:10]([C:19]([NH:21][NH2:22])=[O:20])=[CH:11][C:12]3[NH:16][CH:15]=[N:14][C:13]=3[C:17]=2[F:18])=[C:4]([CH3:23])[CH:3]=1.[C:24](Cl)(Cl)=[O:25]. The catalyst is C1(C)C=CC=CC=1. The product is [Cl:1][C:2]1[CH:7]=[CH:6][C:5]([NH:8][C:9]2[C:10]([C:19]3[O:20][C:24]([OH:25])=[N:22][N:21]=3)=[CH:11][C:12]3[NH:16][CH:15]=[N:14][C:13]=3[C:17]=2[F:18])=[C:4]([CH3:23])[CH:3]=1. The yield is 0.990. (5) The reactants are [Br:1][C:2]1[CH:3]=[C:4]2[C:9](=[N:10][CH:11]=1)[N:8]([CH2:12][CH2:13]OS(C)(=O)=O)[CH:7]=[C:6]([C:19]([O:21][CH2:22][CH3:23])=[O:20])[C:5]2=[O:24].[CH3:25][N:26](C)[CH2:27]CN. The catalyst is ClCCl. The product is [Br:1][C:2]1[CH:3]=[C:4]2[C:9](=[N:10][CH:11]=1)[N:8]([CH2:12][CH2:13][N:26]([CH3:27])[CH3:25])[CH:7]=[C:6]([C:19]([O:21][CH2:22][CH3:23])=[O:20])[C:5]2=[O:24]. The yield is 0.490. (6) The reactants are [CH3:1][O:2][CH2:3][CH2:4][N:5]1[C:13]2[C:8](=[C:9]([N+:14]([O-])=O)[CH:10]=[CH:11][CH:12]=2)[CH:7]=[CH:6]1.[H][H]. The catalyst is CCO.O=[Pt]=O. The product is [CH3:1][O:2][CH2:3][CH2:4][N:5]1[C:13]2[CH:12]=[CH:11][CH:10]=[C:9]([NH2:14])[C:8]=2[CH:7]=[CH:6]1. The yield is 0.910. (7) The reactants are Br[C:2]1[CH:3]=[C:4]([N:13]([CH2:20][CH3:21])[CH:14]2[CH2:19][CH2:18][O:17][CH2:16][CH2:15]2)[C:5]([CH3:12])=[C:6]([CH:11]=1)[C:7]([O:9][CH3:10])=[O:8].CC1(C)C(C)(C)OB([C:30]2[CH:42]=[CH:41][C:33]([CH2:34][N:35]3[CH2:40][CH2:39][O:38][CH2:37][CH2:36]3)=[CH:32][CH:31]=2)O1.O1CCOCC1.C(=O)([O-])[O-].[Na+].[Na+]. The catalyst is C1C=CC([P]([Pd]([P](C2C=CC=CC=2)(C2C=CC=CC=2)C2C=CC=CC=2)([P](C2C=CC=CC=2)(C2C=CC=CC=2)C2C=CC=CC=2)[P](C2C=CC=CC=2)(C2C=CC=CC=2)C2C=CC=CC=2)(C2C=CC=CC=2)C2C=CC=CC=2)=CC=1.O. The product is [CH2:20]([N:13]([CH:14]1[CH2:19][CH2:18][O:17][CH2:16][CH2:15]1)[C:4]1[C:5]([CH3:12])=[C:6]([C:7]([O:9][CH3:10])=[O:8])[CH:11]=[C:2]([C:30]2[CH:31]=[CH:32][C:33]([CH2:34][N:35]3[CH2:40][CH2:39][O:38][CH2:37][CH2:36]3)=[CH:41][CH:42]=2)[CH:3]=1)[CH3:21]. The yield is 1.64.